Dataset: Catalyst prediction with 721,799 reactions and 888 catalyst types from USPTO. Task: Predict which catalyst facilitates the given reaction. Reactant: Br[C:2]1[CH:7]=[CH:6][C:5]([C:8]([CH3:26])([CH3:25])[C:9]([N:11]2[CH2:15][CH2:14][C@@:13]3([C:19]4[CH:20]=[CH:21][CH:22]=[CH:23][C:18]=4[C:17](=[O:24])[O:16]3)[CH2:12]2)=[O:10])=[CH:4][CH:3]=1.C(=O)([O-])[O-].[K+].[K+].[NH:33]1[CH2:37][CH2:36][CH2:35][C:34]1=[O:38].CN[C@H]1CCCC[C@@H]1NC.COCCOCCOC. The catalyst class is: 205. Product: [CH3:25][C:8]([C:5]1[CH:6]=[CH:7][C:2]([N:33]2[CH2:37][CH2:36][CH2:35][C:34]2=[O:38])=[CH:3][CH:4]=1)([CH3:26])[C:9]([N:11]1[CH2:15][CH2:14][C@@:13]2([C:19]3[CH:20]=[CH:21][CH:22]=[CH:23][C:18]=3[C:17](=[O:24])[O:16]2)[CH2:12]1)=[O:10].